From a dataset of NCI-60 drug combinations with 297,098 pairs across 59 cell lines. Regression. Given two drug SMILES strings and cell line genomic features, predict the synergy score measuring deviation from expected non-interaction effect. Drug 1: CS(=O)(=O)CCNCC1=CC=C(O1)C2=CC3=C(C=C2)N=CN=C3NC4=CC(=C(C=C4)OCC5=CC(=CC=C5)F)Cl. Drug 2: CN(CC1=CN=C2C(=N1)C(=NC(=N2)N)N)C3=CC=C(C=C3)C(=O)NC(CCC(=O)O)C(=O)O. Cell line: OVCAR-8. Synergy scores: CSS=59.2, Synergy_ZIP=0.759, Synergy_Bliss=-0.650, Synergy_Loewe=-32.4, Synergy_HSA=-2.77.